This data is from Catalyst prediction with 721,799 reactions and 888 catalyst types from USPTO. The task is: Predict which catalyst facilitates the given reaction. (1) Reactant: [C:1]([N-:5][CH:6]=[CH:7][N-:8][C:9]([CH3:12])([CH3:11])[CH3:10])([CH3:4])([CH3:3])[CH3:2].[Li+].[Li+].[Li].Cl[SiH:17](Cl)Cl.[CH2:20]([NH:22][CH2:23][CH3:24])[CH3:21]. The catalyst class is: 392. Product: [C:9]([N:8]1[CH:7]=[CH:6][N:5]([C:1]([CH3:3])([CH3:4])[CH3:2])[SiH:17]1[N:22]([CH2:23][CH3:24])[CH2:20][CH3:21])([CH3:12])([CH3:11])[CH3:10]. (2) Reactant: [Cl:1][C:2]1[S:6][C:5]([C:7]([NH:9][CH2:10][C:11]2[N:12]=[N:13][N:14]([C:16]3[CH:21]=[CH:20][C:19]([N:22]4[CH:27]=[CH:26][CH:25]=[CH:24][C:23]4=[O:28])=[CH:18][C:17]=3[N:29]3[CH2:34][CH2:33][NH:32][CH2:31][CH2:30]3)[CH:15]=2)=[O:8])=[CH:4][CH:3]=1.[CH3:35][CH2:36][N:37](C(C)C)C(C)C.Cl.C(=N)(OCC)C. Product: [Cl:1][C:2]1[S:6][C:5]([C:7]([NH:9][CH2:10][C:11]2[N:12]=[N:13][N:14]([C:16]3[CH:21]=[CH:20][C:19]([N:22]4[CH:27]=[CH:26][CH:25]=[CH:24][C:23]4=[O:28])=[CH:18][C:17]=3[N:29]3[CH2:34][CH2:33][N:32]([C:36](=[NH:37])[CH3:35])[CH2:31][CH2:30]3)[CH:15]=2)=[O:8])=[CH:4][CH:3]=1. The catalyst class is: 5. (3) Reactant: C([Sn](CCCC)(CCCC)OC)CCC.Br[C:17]1[CH:22]=[CH:21][C:20]([O:23][CH3:24])=[CH:19][C:18]=1[CH3:25].C([O:29][C:30]([CH3:32])=[CH2:31])(=O)C.C1(C)C=CC=CC=1P(C1C=CC=CC=1C)C1C=CC=CC=1C.[F-].[K+]. Product: [CH3:24][O:23][C:20]1[CH:21]=[CH:22][C:17]([CH2:31][C:30](=[O:29])[CH3:32])=[C:18]([CH3:25])[CH:19]=1. The catalyst class is: 164. (4) Reactant: [N:1]([CH2:4][C:5]1[CH:10]=[N:9][C:8]2[N:11]([CH2:14][CH3:15])[N:12]=[CH:13][C:7]=2[C:6]=1[NH:16][CH:17]1[CH2:22][CH2:21][O:20][CH2:19][CH2:18]1)=[N+]=[N-]. Product: [NH2:1][CH2:4][C:5]1[CH:10]=[N:9][C:8]2[N:11]([CH2:14][CH3:15])[N:12]=[CH:13][C:7]=2[C:6]=1[NH:16][CH:17]1[CH2:22][CH2:21][O:20][CH2:19][CH2:18]1. The catalyst class is: 29.